From a dataset of Forward reaction prediction with 1.9M reactions from USPTO patents (1976-2016). Predict the product of the given reaction. (1) Given the reactants [CH3:1][C:2]1([CH3:18])[CH2:11][CH2:10][C:9]([CH3:13])([CH3:12])[C:8]2[CH:7]=[C:6]([NH:14][C:15](=O)[CH3:16])[CH:5]=[CH:4][C:3]1=2.[H-].[Al+3].[Li+].[H-].[H-].[H-].[OH-].[Na+].[O-]S([O-])(=O)=O.[Mg+2], predict the reaction product. The product is: [CH2:15]([NH:14][C:6]1[CH:5]=[CH:4][C:3]2[C:2]([CH3:18])([CH3:1])[CH2:11][CH2:10][C:9]([CH3:12])([CH3:13])[C:8]=2[CH:7]=1)[CH3:16]. (2) Given the reactants [F:1][C:2]1[CH:7]=[CH:6][CH:5]=[C:4]([C:8]2[N:9]([CH3:13])[CH:10]=[CH:11][N:12]=2)[C:3]=1[N:14]1[CH:18]=[C:17]([CH:19]=O)[C:16]([CH3:21])=[N:15]1.N1C=CC=N1.[Cl:27][C:28]1[S:32][C:31]2[C:33]3([O:39][CH2:40][C:41]([F:43])([F:42])[C:30]=2[CH:29]=1)[CH2:38][CH2:37][NH:36][CH2:35][CH2:34]3.C(O[BH-](OC(=O)C)OC(=O)C)(=O)C.[Na+], predict the reaction product. The product is: [Cl:27][C:28]1[S:32][C:31]2[C:33]3([O:39][CH2:40][C:41]([F:42])([F:43])[C:30]=2[CH:29]=1)[CH2:34][CH2:35][N:36]([CH2:19][C:17]1[C:16]([CH3:21])=[N:15][N:14]([C:3]2[C:4]([C:8]4[N:9]([CH3:13])[CH:10]=[CH:11][N:12]=4)=[CH:5][CH:6]=[CH:7][C:2]=2[F:1])[CH:18]=1)[CH2:37][CH2:38]3. (3) Given the reactants [F:1][C:2]1[CH:7]=[CH:6][CH:5]=[C:4]([F:8])[C:3]=1[N:9]1[C:14]2[N:15]=[C:16]([S:29][CH3:30])[N:17]=[C:18]([C:19]3[CH:20]=[C:21]([CH:25]=[CH:26][C:27]=3[CH3:28])[C:22]([OH:24])=O)[C:13]=2[CH2:12][NH:11][C:10]1=[O:31].C(N(C(C)C)CC)(C)C.CN(C(ON1N=NC2C=CC=NC1=2)=[N+](C)C)C.F[P-](F)(F)(F)(F)F.[F:65][C:66]1[CH:72]=[CH:71][C:69]([NH2:70])=[CH:68][CH:67]=1, predict the reaction product. The product is: [F:1][C:2]1[CH:7]=[CH:6][CH:5]=[C:4]([F:8])[C:3]=1[N:9]1[C:14]2[N:15]=[C:16]([S:29][CH3:30])[N:17]=[C:18]([C:19]3[CH:20]=[C:21]([CH:25]=[CH:26][C:27]=3[CH3:28])[C:22]([NH:70][C:69]3[CH:71]=[CH:72][C:66]([F:65])=[CH:67][CH:68]=3)=[O:24])[C:13]=2[CH2:12][NH:11][C:10]1=[O:31].